This data is from Merck oncology drug combination screen with 23,052 pairs across 39 cell lines. The task is: Regression. Given two drug SMILES strings and cell line genomic features, predict the synergy score measuring deviation from expected non-interaction effect. (1) Drug 1: CCC1(O)CC2CN(CCc3c([nH]c4ccccc34)C(C(=O)OC)(c3cc4c(cc3OC)N(C)C3C(O)(C(=O)OC)C(OC(C)=O)C5(CC)C=CCN6CCC43C65)C2)C1. Drug 2: Cn1nnc2c(C(N)=O)ncn2c1=O. Cell line: A427. Synergy scores: synergy=-35.2. (2) Drug 1: O=S1(=O)NC2(CN1CC(F)(F)F)C1CCC2Cc2cc(C=CCN3CCC(C(F)(F)F)CC3)ccc2C1. Drug 2: CCC1(O)CC2CN(CCc3c([nH]c4ccccc34)C(C(=O)OC)(c3cc4c(cc3OC)N(C)C3C(O)(C(=O)OC)C(OC(C)=O)C5(CC)C=CCN6CCC43C65)C2)C1. Cell line: MDAMB436. Synergy scores: synergy=33.2. (3) Drug 1: CC1CC2C3CCC4=CC(=O)C=CC4(C)C3(F)C(O)CC2(C)C1(O)C(=O)CO. Drug 2: Cc1nc(Nc2ncc(C(=O)Nc3c(C)cccc3Cl)s2)cc(N2CCN(CCO)CC2)n1. Cell line: RPMI7951. Synergy scores: synergy=-23.3. (4) Drug 1: CN(Cc1cnc2nc(N)nc(N)c2n1)c1ccc(C(=O)NC(CCC(=O)O)C(=O)O)cc1. Drug 2: CC(C)CC(NC(=O)C(Cc1ccccc1)NC(=O)c1cnccn1)B(O)O. Cell line: PA1. Synergy scores: synergy=-35.7. (5) Drug 2: Cn1cc(-c2cnn3c(N)c(Br)c(C4CCCNC4)nc23)cn1. Cell line: CAOV3. Synergy scores: synergy=56.1. Drug 1: COC12C(COC(N)=O)C3=C(C(=O)C(C)=C(N)C3=O)N1CC1NC12.